From a dataset of hERG potassium channel inhibition data for cardiac toxicity prediction from Karim et al.. Regression/Classification. Given a drug SMILES string, predict its toxicity properties. Task type varies by dataset: regression for continuous values (e.g., LD50, hERG inhibition percentage) or binary classification for toxic/non-toxic outcomes (e.g., AMES mutagenicity, cardiotoxicity, hepatotoxicity). Dataset: herg_karim. (1) The drug is CC(C)S(=O)(=O)NC1CN(C)CC1c1ccc(-c2cccc(NS(C)(=O)=O)c2)cc1. The result is 0 (non-blocker). (2) The molecule is COC[C@H](Oc1ncnc2c1cnn2-c1ncccc1Cl)C(=O)Nc1cnc(C)cn1. The result is 0 (non-blocker). (3) The molecule is CN(C1CCc2c(CC(=O)O)c3ccccc3n2C1)S(=O)(=O)c1ccc(F)cc1. The result is 0 (non-blocker). (4) The drug is NC1=N[C@](c2ccncc2)(c2cccc(-c3cncnc3)c2)c2cccc(F)c21. The result is 1 (blocker).